This data is from TCR-epitope binding with 47,182 pairs between 192 epitopes and 23,139 TCRs. The task is: Binary Classification. Given a T-cell receptor sequence (or CDR3 region) and an epitope sequence, predict whether binding occurs between them. (1) The epitope is IPIQASLPF. The TCR CDR3 sequence is CASRMDRGNTEAFF. Result: 1 (the TCR binds to the epitope). (2) The epitope is RLRAEAQVK. The TCR CDR3 sequence is CASSLSGSTEAFF. Result: 0 (the TCR does not bind to the epitope). (3) The epitope is SLVKPSFYV. The TCR CDR3 sequence is CASRLNRGPGEQYF. Result: 0 (the TCR does not bind to the epitope). (4) The epitope is LPPIVAKEI. The TCR CDR3 sequence is CASSLGLRVYGYTF. Result: 0 (the TCR does not bind to the epitope). (5) The epitope is KTWGQYWQV. The TCR CDR3 sequence is CASSNSLGLAGFFHEQYF. Result: 0 (the TCR does not bind to the epitope). (6) The epitope is KLNVGDYFV. The TCR CDR3 sequence is CSARAGLEQYF. Result: 1 (the TCR binds to the epitope).